This data is from Reaction yield outcomes from USPTO patents with 853,638 reactions. The task is: Predict the reaction yield, written as a fraction of the theoretical maximum amount of product (1.0 means a 100% yield; for example, 0.34 means a 34% yield). (1) The reactants are [CH:1]([N:4]1[CH2:9][CH2:8][CH:7]([O:10][C:11]2[CH:19]=[CH:18][C:17]3[N:16]4[C@H:20]([CH3:25])[CH2:21][NH:22][C:23](=[O:24])[C:15]4=[CH:14][C:13]=3[CH:12]=2)[CH2:6][CH2:5]1)([CH3:3])[CH3:2].[H-].[Na+].Cl[CH2:29][C:30]1[N:31]=[C:32]([C:36]2[CH:41]=[CH:40][CH:39]=[CH:38][CH:37]=2)[O:33][C:34]=1[CH3:35]. No catalyst specified. The product is [CH:1]([N:4]1[CH2:9][CH2:8][CH:7]([O:10][C:11]2[CH:19]=[CH:18][C:17]3[N:16]4[C@H:20]([CH3:25])[CH2:21][N:22]([CH2:29][C:30]5[N:31]=[C:32]([C:36]6[CH:41]=[CH:40][CH:39]=[CH:38][CH:37]=6)[O:33][C:34]=5[CH3:35])[C:23](=[O:24])[C:15]4=[CH:14][C:13]=3[CH:12]=2)[CH2:6][CH2:5]1)([CH3:3])[CH3:2]. The yield is 0.710. (2) The reactants are OC1C=CC=CC=1/C=N/O.[CH3:11][C:12]1[CH:16]=[CH:15][NH:14][N:13]=1.C(=O)([O-])[O-].[Cs+].[Cs+].Br[C:24]1[CH:25]=[N:26][CH:27]=[C:28]([F:30])[CH:29]=1. The catalyst is [Cu-]=O.C(#N)C. The product is [F:30][C:28]1[CH:27]=[N:26][CH:25]=[C:24]([N:14]2[CH:15]=[CH:16][C:12]([CH3:11])=[N:13]2)[CH:29]=1. The yield is 0.340. (3) The reactants are [CH2:1]([N:8]1[CH2:15][CH:14]2[O:16][CH:10]([CH2:11][NH:12][CH2:13]2)[CH2:9]1)[C:2]1[CH:7]=[CH:6][CH:5]=[CH:4][CH:3]=1.[C:17]([C:19]1[CH:44]=[CH:43][C:22]([O:23][CH2:24][CH2:25][N:26]([CH2:30][CH2:31]OS(C2C=CC(C)=CC=2)(=O)=O)[C:27]([NH2:29])=[O:28])=[CH:21][CH:20]=1)#[N:18].C(Cl)Cl. The catalyst is C(#N)C. The product is [CH2:1]([N:8]1[CH2:15][CH:14]2[O:16][CH:10]([CH2:11][N:12]([CH2:31][CH2:30][N:26]([CH2:25][CH2:24][O:23][C:22]3[CH:21]=[CH:20][C:19]([C:17]#[N:18])=[CH:44][CH:43]=3)[C:27]([NH2:29])=[O:28])[CH2:13]2)[CH2:9]1)[C:2]1[CH:3]=[CH:4][CH:5]=[CH:6][CH:7]=1. The yield is 0.519. (4) The reactants are Br[C:2]1[CH:3]=[C:4]2[C:9](=[CH:10][CH:11]=1)[N:8]=[CH:7][NH:6][C:5]2=[O:12].[CH3:13][C:14]1[CH:19]=[CH:18][CH:17]=[C:16]([CH3:20])[C:15]=1B(O)O.C(=O)([O-])[O-].[K+].[K+].C1(P(C2C=CC=CC=2)C2C=CC=CC=2)C=CC=CC=1.C(=O)(O)[O-]. The catalyst is CN(C)C(=O)C.C(O)C.O.C1C=CC(/C=C/C(/C=C/C2C=CC=CC=2)=O)=CC=1.C1C=CC(/C=C/C(/C=C/C2C=CC=CC=2)=O)=CC=1.C1C=CC(/C=C/C(/C=C/C2C=CC=CC=2)=O)=CC=1.[Pd].[Pd].C(Cl)Cl. The product is [CH3:13][C:14]1[CH:19]=[CH:18][CH:17]=[C:16]([CH3:20])[C:15]=1[C:2]1[CH:3]=[C:4]2[C:9](=[CH:10][CH:11]=1)[N:8]=[CH:7][NH:6][C:5]2=[O:12]. The yield is 0.400. (5) The yield is 0.870. The catalyst is CC(N(C)C)=O. The product is [CH2:6]([O:5][C:3]([C:2]1[C:1](=[O:9])[N:17]([CH3:16])[C:22]2[C:21]([C:20]=1[OH:19])=[CH:26][C:25]([CH3:27])=[CH:24][CH:23]=2)=[O:4])[CH3:7]. The reactants are [C:1]([O:9]CC)(=O)[CH2:2][C:3]([O:5][CH2:6][CH3:7])=[O:4].[H-].[Na+].[H][H].[CH3:16][N:17]1[C:22]2[CH:23]=[CH:24][C:25]([CH3:27])=[CH:26][C:21]=2[C:20](=O)[O:19]C1=O.Cl. (6) The reactants are [F:1][C:2]1[CH:7]=[C:6](I)[CH:5]=[CH:4][C:3]=1[N:9]1[CH:14]=[C:13]([O:15][CH3:16])[C:12](=[O:17])[C:11]([C:18]2[N:22]([C:23]3[CH:28]=[CH:27][CH:26]=[CH:25][CH:24]=3)[N:21]=[CH:20][CH:19]=2)=[N:10]1.[NH:29]1[CH:33]=[CH:32][CH:31]=[N:30]1.C(=NO)C1C(=CC=CC=1)O.C([O-])([O-])=O.[Cs+].[Cs+]. The catalyst is CC#N.O. The product is [F:1][C:2]1[CH:7]=[C:6]([N:29]2[CH:33]=[CH:32][CH:31]=[N:30]2)[CH:5]=[CH:4][C:3]=1[N:9]1[CH:14]=[C:13]([O:15][CH3:16])[C:12](=[O:17])[C:11]([C:18]2[N:22]([C:23]3[CH:28]=[CH:27][CH:26]=[CH:25][CH:24]=3)[N:21]=[CH:20][CH:19]=2)=[N:10]1. The yield is 0.440.